Dataset: Catalyst prediction with 721,799 reactions and 888 catalyst types from USPTO. Task: Predict which catalyst facilitates the given reaction. (1) Reactant: Cl[C:2]1[C:7]([CH3:8])=[CH:6][C:5]([N+:9]([O-:11])=[O:10])=[CH:4][N:3]=1.C(=O)([O-])[O-].[Na+].[Na+].[NH:18]1[CH2:27][CH2:26][CH:21]([C:22]([O:24][CH3:25])=[O:23])[CH2:20][CH2:19]1. Product: [CH3:8][C:7]1[C:2]([N:18]2[CH2:27][CH2:26][CH:21]([C:22]([O:24][CH3:25])=[O:23])[CH2:20][CH2:19]2)=[N:3][CH:4]=[C:5]([N+:9]([O-:11])=[O:10])[CH:6]=1. The catalyst class is: 16. (2) The catalyst class is: 1. Reactant: Cl[Sn]Cl.Cl.[C:5]([NH:9][CH2:10][C:11]1[CH:16]=[C:15]([N+:17]([O-])=O)[CH:14]=[CH:13][C:12]=1[N:20]1[CH2:25][CH2:24][N:23]([CH3:26])[CH2:22][CH2:21]1)([CH3:8])([CH3:7])[CH3:6].C([O-])([O-])=O.[Na+].[Na+]. Product: [C:5]([NH:9][CH2:10][C:11]1[CH:16]=[C:15]([CH:14]=[CH:13][C:12]=1[N:20]1[CH2:25][CH2:24][N:23]([CH3:26])[CH2:22][CH2:21]1)[NH2:17])([CH3:8])([CH3:7])[CH3:6]. (3) Reactant: [O:1]([C:8]1[CH:13]=[CH:12][C:11]([NH:14][C:15]2[CH:20]=[C:19]([NH:21][CH:22]3[CH2:26][CH2:25][NH:24][CH2:23]3)[N:18]=[CH:17][N:16]=2)=[CH:10][CH:9]=1)[C:2]1[CH:7]=[CH:6][CH:5]=[CH:4][CH:3]=1.CCN(C(C)C)C(C)C.[C:36](Cl)(=[O:39])[CH:37]=[CH2:38]. Product: [O:1]([C:8]1[CH:9]=[CH:10][C:11]([NH:14][C:15]2[N:16]=[CH:17][N:18]=[C:19]([NH:21][CH:22]3[CH2:26][CH2:25][N:24]([C:36](=[O:39])[CH:37]=[CH2:38])[CH2:23]3)[CH:20]=2)=[CH:12][CH:13]=1)[C:2]1[CH:7]=[CH:6][CH:5]=[CH:4][CH:3]=1. The catalyst class is: 1.